From a dataset of Full USPTO retrosynthesis dataset with 1.9M reactions from patents (1976-2016). Predict the reactants needed to synthesize the given product. (1) Given the product [CH3:14][O:13][C:11]1[CH:12]=[C:4]2[C:5](=[CH:9][CH:10]=1)[C:6](=[O:7])[NH:2][C:1]([NH:15][C:16]1[CH:20]=[CH:19][NH:18][N:17]=1)=[CH:3]2, predict the reactants needed to synthesize it. The reactants are: [C:1]([CH2:3][C:4]1[CH:12]=[C:11]([O:13][CH3:14])[CH:10]=[CH:9][C:5]=1[C:6](O)=[O:7])#[N:2].[NH2:15][C:16]1[CH:20]=[CH:19][NH:18][N:17]=1. (2) The reactants are: C[O:2][C:3]([C:5]1[CH:10]=[CH:9][C:8]([CH2:11][S:12]([NH:15][CH2:16][B:17]([OH:19])[OH:18])(=[O:14])=[O:13])=[CH:7][CH:6]=1)=[O:4].OC(C(O)(C)C)(C)C.Cl. Given the product [C:3]([C:5]1[CH:6]=[CH:7][C:8]([CH2:11][S:12]([NH:15][CH2:16][B:17]([OH:18])[OH:19])(=[O:14])=[O:13])=[CH:9][CH:10]=1)([OH:4])=[O:2], predict the reactants needed to synthesize it. (3) Given the product [C:25]([NH:29][S:30]([C:33]1[CH:38]=[C:37]([C:2]2[CH:7]=[CH:6][CH:5]=[C:4]([C:8]3[CH2:14][C:13](=[O:15])[NH:12][C:11]4[CH:16]=[C:17]([C:21]([F:22])([F:23])[F:24])[C:18]([CH3:20])=[CH:19][C:10]=4[N:9]=3)[CH:3]=2)[CH:36]=[CH:35][CH:34]=1)(=[O:32])=[O:31])([CH3:28])([CH3:26])[CH3:27], predict the reactants needed to synthesize it. The reactants are: Br[C:2]1[CH:3]=[C:4]([C:8]2[CH2:14][C:13](=[O:15])[NH:12][C:11]3[CH:16]=[C:17]([C:21]([F:24])([F:23])[F:22])[C:18]([CH3:20])=[CH:19][C:10]=3[N:9]=2)[CH:5]=[CH:6][CH:7]=1.[C:25]([NH:29][S:30]([C:33]1[CH:34]=[C:35](B(O)O)[CH:36]=[CH:37][CH:38]=1)(=[O:32])=[O:31])([CH3:28])([CH3:27])[CH3:26]. (4) Given the product [Cl:1][C:2]1[CH:7]=[CH:6][C:5]([CH:8]([C:29]2[CH:38]=[CH:37][C:36]3[C:31](=[CH:32][CH:33]=[C:34]([O:39][CH3:40])[CH:35]=3)[CH:30]=2)[C@@H:9]([C:13]2[CH:14]=[CH:15][C:16]([C:17]([NH:19][CH2:20][CH2:21][C:22]([OH:24])=[O:23])=[O:18])=[CH:27][CH:28]=2)[CH2:10][CH2:11][CH3:12])=[CH:4][CH:3]=1, predict the reactants needed to synthesize it. The reactants are: [Cl:1][C:2]1[CH:7]=[CH:6][C:5]([CH:8]([C:29]2[CH:38]=[CH:37][C:36]3[C:31](=[CH:32][CH:33]=[C:34]([O:39][CH3:40])[CH:35]=3)[CH:30]=2)[C@@H:9]([C:13]2[CH:28]=[CH:27][C:16]([C:17]([NH:19][CH2:20][CH2:21][C:22]([O:24]CC)=[O:23])=[O:18])=[CH:15][CH:14]=2)[CH2:10][CH2:11][CH3:12])=[CH:4][CH:3]=1.[Li+].[OH-].Cl. (5) Given the product [Br:15][C:12]1[CH:11]=[CH:10][C:9]([C:4]([CH:6]2[CH2:7][CH2:8]2)([CH3:5])[C:3]([OH:16])=[O:2])=[CH:14][CH:13]=1, predict the reactants needed to synthesize it. The reactants are: C[O:2][C:3](=[O:16])[C:4]([C:9]1[CH:14]=[CH:13][C:12]([Br:15])=[CH:11][CH:10]=1)([CH:6]1[CH2:8][CH2:7]1)[CH3:5].C(OC)(=O)C1C=CC=CC=1.CO.[OH-].[K+]. (6) Given the product [CH3:1][O:2][C:3]([C:5]1[CH:6]=[C:7]([Cl:24])[CH:8]=[C:9]2[C:14]=1[NH:13][CH:12]([C:15]1[CH:20]=[CH:19][CH:18]=[C:17]([N:29]3[CH2:30][CH2:31][N:26]([CH3:25])[CH2:27][CH2:28]3)[CH:16]=1)[C:11]([CH3:23])([CH3:22])[CH2:10]2)=[O:4], predict the reactants needed to synthesize it. The reactants are: [CH3:1][O:2][C:3]([C:5]1[CH:6]=[C:7]([Cl:24])[CH:8]=[C:9]2[C:14]=1[NH:13][CH:12]([C:15]1[CH:20]=[CH:19][CH:18]=[C:17](Br)[CH:16]=1)[C:11]([CH3:23])([CH3:22])[CH2:10]2)=[O:4].[CH3:25][N:26]1[CH2:31][CH2:30][NH:29][CH2:28][CH2:27]1.Cl.CN(C)CC(O)=O.C(=O)([O-])[O-].[K+].[K+]. (7) The reactants are: ClCC[CH2:4][CH2:5][CH:6]([C:27]1[CH:32]=[CH:31][C:30]([F:33])=[C:29]([O:34][C:35]([F:38])([F:37])[F:36])[CH:28]=1)[C:7]([NH:9][NH:10][C:11](=O)[C:12]1[CH:17]=[CH:16][C:15]([C:18]2[O:22][C:21]([CH3:23])=[N:20][CH:19]=2)=[C:14]([O:24][CH3:25])[CH:13]=1)=[O:8].C1(P(C2C=CC=CC=2)C2C=CC=CC=2)C=CC=CC=1.[C:58](Cl)(Cl)(Cl)[Cl:59]. Given the product [Cl:59][CH2:58][CH2:4][CH2:5][CH:6]([C:7]1[O:8][C:11]([C:12]2[CH:17]=[CH:16][C:15]([C:18]3[O:22][C:21]([CH3:23])=[N:20][CH:19]=3)=[C:14]([O:24][CH3:25])[CH:13]=2)=[N:10][N:9]=1)[C:27]1[CH:32]=[CH:31][C:30]([F:33])=[C:29]([O:34][C:35]([F:37])([F:38])[F:36])[CH:28]=1, predict the reactants needed to synthesize it. (8) Given the product [Br:9][C:10]1[CH:18]=[CH:17][C:13]([CH2:14][OH:15])=[C:12]([Cl:19])[CH:11]=1, predict the reactants needed to synthesize it. The reactants are: C(=O)([O-])[O-].[K+].[K+].CI.[Br:9][C:10]1[CH:18]=[CH:17][C:13]([C:14](O)=[O:15])=[C:12]([Cl:19])[CH:11]=1.[H-].C([Al+]CC(C)C)C(C)C.O.O.O.O.O.O.O.O.O.O.S([O-])([O-])(=O)=O.[Na+].[Na+].S([O-])([O-])(=O)=O.[Mg+2].